The task is: Predict the reaction yield, written as a fraction of the theoretical maximum amount of product (1.0 means a 100% yield; for example, 0.34 means a 34% yield).. This data is from Reaction yield outcomes from USPTO patents with 853,638 reactions. (1) The reactants are [CH3:1][C:2]([CH3:17])([CH3:16])[C:3]#[C:4][C:5]1[CH:10]=[C:9]([N+:11]([O-:13])=[O:12])[CH:8]=[CH:7][C:6]=1CN.CCC[CH2:21][N+:22](CCCC)(CCCC)CCCC.[F-]. The catalyst is C1COCC1. The product is [C:2]([C:3]1[N:22]([CH3:21])[C:6]2[C:5]([CH:4]=1)=[CH:10][C:9]([N+:11]([O-:13])=[O:12])=[CH:8][CH:7]=2)([CH3:1])([CH3:16])[CH3:17]. The yield is 0.990. (2) The reactants are [CH3:1][NH:2][C:3]1[N:10]=[CH:9][CH:8]=[CH:7][C:4]=1[CH:5]=O.[C:11](OC)(=[O:17])[CH2:12][C:13]([O:15][CH3:16])=[O:14].N1CCCCC1. The catalyst is CO. The product is [CH3:1][N:2]1[C:3]2[C:4](=[CH:7][CH:8]=[CH:9][N:10]=2)[CH:5]=[C:12]([C:13]([O:15][CH3:16])=[O:14])[C:11]1=[O:17]. The yield is 0.840. (3) The catalyst is C(Cl)Cl. The reactants are C(OC([N:8]1[CH2:12][CH2:11][C@H:10]([O:13][C:14]2[C:15]3[CH2:23][N:22]([CH2:24][C:25]4[CH:30]=[CH:29][CH:28]=[CH:27][CH:26]=4)[CH2:21][CH2:20][C:16]=3[N:17]=[CH:18][N:19]=2)[CH2:9]1)=O)(C)(C)C.C(O)(C(F)(F)F)=O. The yield is 1.00. The product is [CH2:24]([N:22]1[CH2:21][CH2:20][C:16]2[N:17]=[CH:18][N:19]=[C:14]([O:13][C@H:10]3[CH2:11][CH2:12][NH:8][CH2:9]3)[C:15]=2[CH2:23]1)[C:25]1[CH:30]=[CH:29][CH:28]=[CH:27][CH:26]=1.